Task: Regression. Given two drug SMILES strings and cell line genomic features, predict the synergy score measuring deviation from expected non-interaction effect.. Dataset: NCI-60 drug combinations with 297,098 pairs across 59 cell lines (1) Drug 1: C1=CC(=CC=C1CCCC(=O)O)N(CCCl)CCCl. Drug 2: C(=O)(N)NO. Cell line: HS 578T. Synergy scores: CSS=8.82, Synergy_ZIP=-1.10, Synergy_Bliss=-0.962, Synergy_Loewe=-12.9, Synergy_HSA=-3.78. (2) Synergy scores: CSS=-1.92, Synergy_ZIP=-0.159, Synergy_Bliss=-1.87, Synergy_Loewe=-3.77, Synergy_HSA=-2.88. Drug 2: CC1CCC2CC(C(=CC=CC=CC(CC(C(=O)C(C(C(=CC(C(=O)CC(OC(=O)C3CCCCN3C(=O)C(=O)C1(O2)O)C(C)CC4CCC(C(C4)OC)O)C)C)O)OC)C)C)C)OC. Drug 1: CN1C2=C(C=C(C=C2)N(CCCl)CCCl)N=C1CCCC(=O)O.Cl. Cell line: IGROV1. (3) Drug 1: N.N.Cl[Pt+2]Cl. Drug 2: CC1C(C(CC(O1)OC2CC(CC3=C2C(=C4C(=C3O)C(=O)C5=C(C4=O)C(=CC=C5)OC)O)(C(=O)CO)O)N)O.Cl. Cell line: HOP-92. Synergy scores: CSS=61.8, Synergy_ZIP=4.97, Synergy_Bliss=0.377, Synergy_Loewe=-14.3, Synergy_HSA=4.30. (4) Synergy scores: CSS=35.3, Synergy_ZIP=-8.17, Synergy_Bliss=-5.83, Synergy_Loewe=-44.8, Synergy_HSA=-2.68. Drug 2: CCC1(CC2CC(C3=C(CCN(C2)C1)C4=CC=CC=C4N3)(C5=C(C=C6C(=C5)C78CCN9C7C(C=CC9)(C(C(C8N6C)(C(=O)OC)O)OC(=O)C)CC)OC)C(=O)OC)O.OS(=O)(=O)O. Drug 1: C1CC(=O)NC(=O)C1N2CC3=C(C2=O)C=CC=C3N. Cell line: CAKI-1.